Task: Predict the reaction yield, written as a fraction of the theoretical maximum amount of product (1.0 means a 100% yield; for example, 0.34 means a 34% yield).. Dataset: Reaction yield outcomes from USPTO patents with 853,638 reactions (1) The reactants are Cl[CH:2]([C:14]1[CH:19]=[CH:18][C:17]([Cl:20])=[CH:16][CH:15]=1)[C:3]([NH:5][O:6][CH2:7][C:8]1[CH:13]=[CH:12][CH:11]=[CH:10][CH:9]=1)=[O:4].[O:21]1[CH:25]=[CH:24][CH:23]=[CH:22]1.[CH3:26]COC(C)=O. No catalyst specified. The product is [Cl:20][C:17]1[CH:18]=[CH:19][C:14]([C@@H:2]2[C@@H:26]3[C:25](=[O:21])[C@H:24]([CH:23]=[CH:22]3)[N:5]([O:6][CH2:7][C:8]3[CH:13]=[CH:12][CH:11]=[CH:10][CH:9]=3)[C:3]2=[O:4])=[CH:15][CH:16]=1. The yield is 0.530. (2) The reactants are [CH:1]1([CH2:4][C:5]2[C:10]([C:11]3[CH:16]=[CH:15][N:14]=[C:13](S(C)=O)[N:12]=3)=[CH:9][N:8]=[C:7]([NH:20][CH3:21])[N:6]=2)[CH2:3][CH2:2]1.[CH:22]1([NH2:28])[CH2:27][CH2:26][CH2:25][CH2:24][CH2:23]1. The catalyst is CS(C)=O. The product is [CH:22]1([NH:28][C:13]2[N:12]=[C:11]([C:10]3[C:5]([CH2:4][CH:1]4[CH2:3][CH2:2]4)=[N:6][C:7]([NH:20][CH3:21])=[N:8][CH:9]=3)[CH:16]=[CH:15][N:14]=2)[CH2:27][CH2:26][CH2:25][CH2:24][CH2:23]1. The yield is 0.699. (3) The reactants are ClC(Cl)(O[C:5](=[O:11])[O:6][C:7](Cl)(Cl)Cl)Cl.[CH3:13][CH:14]([CH3:21])[CH2:15][CH2:16][S:17]([NH2:20])(=[O:19])=[O:18].[Cl:22][C:23]1[C:24]([O:33][C:34]2[CH:39]=[C:38]([O:40][CH2:41][CH2:42][O:43][CH3:44])[CH:37]=[CH:36][C:35]=2CO)=[N:25][CH:26]=[C:27]([C:29]([F:32])([F:31])[F:30])[CH:28]=1.C(N(CC)C(C)C)(C)C.Cl. The catalyst is C1(C)C=CC=CC=1.N1C=CC=CC=1.CN(C)C1C=CN=CC=1.C(OCC)(=O)C.O1CCCC1. The product is [CH3:13][CH:14]([CH3:21])[CH2:15][CH2:16][S:17]([NH:20][C:5](=[O:11])[O:6][CH2:7][C:35]1[CH:36]=[CH:37][C:38]([O:40][CH2:41][CH2:42][O:43][CH3:44])=[CH:39][C:34]=1[O:33][C:24]1[C:23]([Cl:22])=[CH:28][C:27]([C:29]([F:30])([F:32])[F:31])=[CH:26][N:25]=1)(=[O:19])=[O:18]. The yield is 0.0200.